Task: Predict the reaction yield, written as a fraction of the theoretical maximum amount of product (1.0 means a 100% yield; for example, 0.34 means a 34% yield).. Dataset: Reaction yield outcomes from USPTO patents with 853,638 reactions The reactants are [Cl:1][C:2]1[C:7]([O:8][CH3:9])=[CH:6][C:5]([O:10][CH3:11])=[C:4]([Cl:12])[C:3]=1[C:13]1[C:24](=[O:25])[N:23]([CH2:26][CH2:27][N:28]([CH3:40])[CH:29]2[CH2:32][N:31](C(OC(C)(C)C)=O)[CH2:30]2)[C:16]2[N:17]=[C:18]([NH:21][CH3:22])[N:19]=[CH:20][C:15]=2[CH:14]=1.C(O)(C(F)(F)F)=O.C([O-])(O)=O.[Na+]. The catalyst is C(Cl)Cl. The product is [NH:31]1[CH2:30][CH:29]([N:28]([CH3:40])[CH2:27][CH2:26][N:23]2[C:16]3[N:17]=[C:18]([NH:21][CH3:22])[N:19]=[CH:20][C:15]=3[CH:14]=[C:13]([C:3]3[C:4]([Cl:12])=[C:5]([O:10][CH3:11])[CH:6]=[C:7]([O:8][CH3:9])[C:2]=3[Cl:1])[C:24]2=[O:25])[CH2:32]1. The yield is 0.800.